This data is from Reaction yield outcomes from USPTO patents with 853,638 reactions. The task is: Predict the reaction yield, written as a fraction of the theoretical maximum amount of product (1.0 means a 100% yield; for example, 0.34 means a 34% yield). (1) The reactants are Cl[C:2]1[N:7]=[C:6]([N:8]([CH2:15][CH2:16][C:17]2[CH:22]=[CH:21][CH:20]=[CH:19][CH:18]=2)[C:9]2[CH:14]=[CH:13][CH:12]=[CH:11][CH:10]=2)[CH:5]=[CH:4][N:3]=1.Cl.[CH3:24][N:25]([CH2:27][CH:28]([OH:38])[CH2:29][O:30][C:31]1[CH:37]=[CH:36][C:34]([NH2:35])=[CH:33][CH:32]=1)[CH3:26]. The catalyst is CN1C(=O)CCC1. The product is [CH3:26][N:25]([CH2:27][CH:28]([OH:38])[CH2:29][O:30][C:31]1[CH:32]=[CH:33][C:34]([NH:35][C:2]2[N:7]=[C:6]([N:8]([CH2:15][CH2:16][C:17]3[CH:22]=[CH:21][CH:20]=[CH:19][CH:18]=3)[C:9]3[CH:14]=[CH:13][CH:12]=[CH:11][CH:10]=3)[CH:5]=[CH:4][N:3]=2)=[CH:36][CH:37]=1)[CH3:24]. The yield is 0.360. (2) The reactants are C(=O)([O-])[O-].[K+].[K+].Br[C:8]1[CH:13]=[CH:12][CH:11]=[CH:10][C:9]=1[Br:14].[CH:15]1[C:27]2[NH:26][C:25]3[C:20](=[CH:21][CH:22]=[CH:23][CH:24]=3)[C:19]=2[CH:18]=[CH:17][CH:16]=1. The catalyst is S([O-])([O-])(=O)=O.[Cu+2].O. The product is [Br:14][C:9]1[CH:10]=[CH:11][C:12]([N:26]2[C:27]3[CH:15]=[CH:16][CH:17]=[CH:18][C:19]=3[C:20]3[C:25]2=[CH:24][CH:23]=[CH:22][CH:21]=3)=[CH:13][CH:8]=1. The yield is 0.310. (3) The reactants are [C:1]([NH:4][CH:5](P(OC)(OC)=O)[C:6]([O:8][CH3:9])=[O:7])(=O)[CH3:2].C1CCN2C(=NCCC2)CC1.[O:27]1[CH:31]=[CH:30][C:29](C=O)=[C:28]1C=O. The catalyst is C(Cl)(Cl)Cl. The product is [O:27]1[C:31]2[CH:30]=[C:5]([C:6]([O:8][CH3:9])=[O:7])[N:4]=[CH:1][C:2]=2[CH:29]=[CH:28]1. The yield is 0.820. (4) The reactants are [C:1]([O:4][CH2:5][C:6]1[C:11](B2OC(C)(C)C(C)(C)O2)=[CH:10][CH:9]=[CH:8][C:7]=1[N:21]1[N:30]=[CH:29][C:28]2[C:23](=[C:24]([F:35])[CH:25]=[C:26]([C:31]([CH3:34])([CH3:33])[CH3:32])[CH:27]=2)[C:22]1=[O:36])(=[O:3])[CH3:2].[N:37]1([CH2:41][C:42]2[N:46]([CH3:47])[N:45]=[C:44]([NH:48][C:49]3[C:50](=[O:57])[N:51]([CH3:56])[N:52]=[C:53](Cl)[CH:54]=3)[CH:43]=2)[CH2:40][CH2:39][CH2:38]1.P([O-])([O-])([O-])=O.[K+].[K+].[K+].C1(P(C2CCCCC2)C2C=CC=CC=2C2C(C(C)C)=CC(C(C)C)=CC=2C(C)C)CCCCC1.[Cl-].[NH4+]. The catalyst is C(O)CCC.O. The product is [N:37]1([CH2:41][C:42]2[N:46]([CH3:47])[N:45]=[C:44]([NH:48][C:49]3[C:50](=[O:57])[N:51]([CH3:56])[N:52]=[C:53]([C:11]4[CH:10]=[CH:9][CH:8]=[C:7]([N:21]5[N:30]=[CH:29][C:28]6[C:23](=[C:24]([F:35])[CH:25]=[C:26]([C:31]([CH3:33])([CH3:34])[CH3:32])[CH:27]=6)[C:22]5=[O:36])[C:6]=4[CH2:5][O:4][C:1](=[O:3])[CH3:2])[CH:54]=3)[CH:43]=2)[CH2:40][CH2:39][CH2:38]1. The yield is 0.320. (5) The yield is 0.313. The catalyst is N1C=CC=CC=1. The product is [Cl:23][C:20]1[CH:21]=[CH:22][C:17]([NH:16][C:15]2[NH:28][C:5]([C:4]3[CH:3]=[C:2]([OH:1])[CH:11]=[CH:10][CH:9]=3)=[N:7][N:8]=2)=[CH:18][C:19]=1[C:24]([F:25])([F:26])[F:27]. The reactants are [OH:1][C:2]1[CH:3]=[C:4]([CH:9]=[CH:10][CH:11]=1)[C:5]([NH:7][NH2:8])=O.I.CS[C:15](=[NH:28])[NH:16][C:17]1[CH:22]=[CH:21][C:20]([Cl:23])=[C:19]([C:24]([F:27])([F:26])[F:25])[CH:18]=1.